Dataset: Forward reaction prediction with 1.9M reactions from USPTO patents (1976-2016). Task: Predict the product of the given reaction. (1) Given the reactants [CH3:1][N:2]1[CH2:7][CH2:6][C:5]2([C:15]3[C:10](=[CH:11][CH:12]=[CH:13][CH:14]=3)[C:9](=O)[CH2:8]2)[CH2:4][CH2:3]1.Cl.[O:18]([NH2:20])[CH3:19], predict the reaction product. The product is: [CH3:19][O:18][N:20]=[C:9]1[C:10]2[C:15](=[CH:14][CH:13]=[CH:12][CH:11]=2)[C:5]2([CH2:6][CH2:7][N:2]([CH3:1])[CH2:3][CH2:4]2)[CH2:8]1. (2) Given the reactants [NH2:1][CH2:2][CH2:3][CH:4]1[C:8]2[C:9]3[N:10]([N:13]=[C:14]([CH3:21])[C:15]=3C(OCC)=O)[CH:11]=[CH:12][C:7]=2[CH2:6][CH2:5]1.[ClH:22], predict the reaction product. The product is: [ClH:22].[CH3:21][C:14]1[CH:15]=[C:9]2[C:8]3[CH:4]([CH2:3][CH2:2][NH2:1])[CH2:5][CH2:6][C:7]=3[CH:12]=[CH:11][N:10]2[N:13]=1. (3) Given the reactants FC1C=CC(C(Cl)=O)=CC=1.[Cl:11][C:12]1[CH:17]=[CH:16][C:15]([N:18]([C:45](=[O:48])[CH2:46]C)[CH:19]2[C:28]3[C:23](=[CH:24][CH:25]=[CH:26][CH:27]=3)[N:22]([C:29]([C:31]3[CH:43]=[CH:42][C:34]([O:35][CH2:36][CH2:37][CH2:38][C:39]([OH:41])=[O:40])=[CH:33][CH:32]=3)=[O:30])[CH:21]([CH3:44])[CH2:20]2)=[CH:14][CH:13]=1, predict the reaction product. The product is: [C:45]([N:18]([C:15]1[CH:14]=[CH:13][C:12]([Cl:11])=[CH:17][CH:16]=1)[C@H:19]1[C:28]2[C:23](=[CH:24][CH:25]=[CH:26][CH:27]=2)[N:22]([C:29]([C:31]2[CH:43]=[CH:42][C:34]([O:35][CH2:36][CH2:37][CH2:38][C:39]([OH:41])=[O:40])=[CH:33][CH:32]=2)=[O:30])[C@@H:21]([CH3:44])[CH2:20]1)(=[O:48])[CH3:46]. (4) Given the reactants [Br:1][C:2]1[CH:29]=[CH:28][C:5]([CH2:6][O:7][C:8]2[CH:27]=[CH:26][CH:25]=[CH:24][C:9]=2[CH2:10][CH2:11][NH:12][CH2:13][C:14]2[CH:23]=[CH:22][C:17](C(OC)=O)=[CH:16][CH:15]=2)=[CH:4][CH:3]=1.Br[CH2:31][CH2:32][CH2:33][CH2:34][C:35]([O:37][CH2:38][CH3:39])=[O:36].[C:40](=[O:43])(O)[O-].[Na+].[OH2:45].[C:46](#N)[CH3:47], predict the reaction product. The product is: [Br:1][C:2]1[CH:3]=[CH:4][C:5]([CH2:6][O:7][C:8]2[CH:27]=[CH:26][CH:25]=[CH:24][C:9]=2[CH2:10][CH2:11][N:12]([CH2:13][CH2:14][C:23]2[CH:22]=[CH:17][C:16]([C:15]([O:43][CH3:40])=[O:45])=[CH:47][CH:46]=2)[CH2:31][CH2:32][CH2:33][CH2:34][C:35]([O:37][CH2:38][CH3:39])=[O:36])=[CH:28][CH:29]=1. (5) The product is: [Br:1][C:2]1[CH:3]=[C:4]([C:8]2[C:21]([C:22]3[CH:23]=[CH:24][N:34]=[C:35]([NH2:37])[N:36]=3)=[C:11]3[CH:12]=[CH:13][CH:14]=[C:15]([N:16]4[CH2:20][CH2:19][CH2:18][CH2:17]4)[N:10]3[N:9]=2)[CH:5]=[CH:6][CH:7]=1. Given the reactants [Br:1][C:2]1[CH:3]=[C:4]([C:8]2[C:21]([C:22](=O)/[CH:23]=[CH:24]/N(C)C)=[C:11]3[CH:12]=[CH:13][CH:14]=[C:15]([N:16]4[CH2:20][CH2:19][CH2:18][CH2:17]4)[N:10]3[N:9]=2)[CH:5]=[CH:6][CH:7]=1.S(O)(O)(=O)=O.[NH2:34][C:35]([NH2:37])=[NH:36], predict the reaction product. (6) Given the reactants [C:1]1([CH2:7][S:8](Cl)(=[O:10])=[O:9])[CH:6]=[CH:5][CH:4]=[CH:3][CH:2]=1.C(N(CC)CC)C.[NH:19]1[CH2:24][CH2:23][CH:22]([CH2:25][N:26]2[C:34]3[C:29](=[CH:30][C:31]([C:35]4[CH:36]=[N:37][N:38]([CH:40]5[CH2:45][CH2:44][CH2:43][CH2:42][O:41]5)[CH:39]=4)=[CH:32][CH:33]=3)[CH:28]=[N:27]2)[CH2:21][CH2:20]1.CO, predict the reaction product. The product is: [CH2:7]([S:8]([N:19]1[CH2:24][CH2:23][CH:22]([CH2:25][N:26]2[C:34]3[C:29](=[CH:30][C:31]([C:35]4[CH:36]=[N:37][N:38]([CH:40]5[CH2:45][CH2:44][CH2:43][CH2:42][O:41]5)[CH:39]=4)=[CH:32][CH:33]=3)[CH:28]=[N:27]2)[CH2:21][CH2:20]1)(=[O:10])=[O:9])[C:1]1[CH:6]=[CH:5][CH:4]=[CH:3][CH:2]=1. (7) Given the reactants [F:1][C:2]([F:17])([F:16])[CH2:3][N:4]1[C:9](=[O:10])[C:8]([O:11][CH:12]([CH3:14])[CH3:13])=[C:7](Br)[CH:6]=[N:5]1.[CH3:18][S:19][C:20]1[CH:25]=[CH:24][C:23](B(O)O)=[CH:22][CH:21]=1.C(=O)([O-])[O-].[Cs+].[Cs+], predict the reaction product. The product is: [F:1][C:2]([F:17])([F:16])[CH2:3][N:4]1[C:9](=[O:10])[C:8]([O:11][CH:12]([CH3:14])[CH3:13])=[C:7]([C:23]2[CH:24]=[CH:25][C:20]([S:19][CH3:18])=[CH:21][CH:22]=2)[CH:6]=[N:5]1.